This data is from Forward reaction prediction with 1.9M reactions from USPTO patents (1976-2016). The task is: Predict the product of the given reaction. (1) Given the reactants [F:1][C:2]1([F:35])[CH2:5][CH:4]([CH2:6][O:7][CH2:8][C:9]2[CH:14]=[C:13]([C:15]([O:17]CC)=[CH2:16])[N:12]=[C:11]([NH:20][C:21]3[CH:26]=[CH:25][C:24]([N:27]4[CH:31]=[C:30]([CH3:32])[N:29]=[CH:28]4)=[C:23]([O:33][CH3:34])[CH:22]=3)[N:10]=2)[CH2:3]1.O.Cl, predict the reaction product. The product is: [F:35][C:2]1([F:1])[CH2:5][CH:4]([CH2:6][O:7][CH2:8][C:9]2[N:10]=[C:11]([NH:20][C:21]3[CH:26]=[CH:25][C:24]([N:27]4[CH:31]=[C:30]([CH3:32])[N:29]=[CH:28]4)=[C:23]([O:33][CH3:34])[CH:22]=3)[N:12]=[C:13]([C:15](=[O:17])[CH3:16])[CH:14]=2)[CH2:3]1. (2) Given the reactants Br[C:2]1[CH:7]=[CH:6][C:5]([CH:8]([C:21]2[CH:26]=[CH:25][C:24]([Cl:27])=[CH:23][C:22]=2[F:28])[CH2:9]/[C:10](/[C:13]2[CH:14]=[CH:15][C:16](=[O:20])[N:17]([CH3:19])[CH:18]=2)=[N:11]\[OH:12])=[CH:4][CH:3]=1.[C:29]([C:32]1[CH:37]=[CH:36][C:35](B(O)O)=[CH:34][CH:33]=1)([OH:31])=[O:30].O.C(=O)([O-])[O-].[Na+].[Na+], predict the reaction product. The product is: [Cl:27][C:24]1[CH:25]=[CH:26][C:21]([CH:8]([C:5]2[CH:6]=[CH:7][C:2]([C:35]3[CH:36]=[CH:37][C:32]([C:29]([OH:31])=[O:30])=[CH:33][CH:34]=3)=[CH:3][CH:4]=2)[CH2:9]/[C:10](=[N:11]\[OH:12])/[C:13]2[CH:14]=[CH:15][C:16](=[O:20])[N:17]([CH3:19])[CH:18]=2)=[C:22]([F:28])[CH:23]=1.